Dataset: Catalyst prediction with 721,799 reactions and 888 catalyst types from USPTO. Task: Predict which catalyst facilitates the given reaction. (1) Reactant: [CH3:1][N:2]1[CH2:6][CH2:5][CH2:4][C@H:3]1[C:7]1[CH2:8][C:9]([CH:13]=[O:14])=[CH:10][NH:11][CH:12]=1.[S]. Product: [CH3:1][N:2]1[CH2:6][CH2:5][CH2:4][CH:3]1[C:7]1[CH:8]=[C:9]([CH:13]=[O:14])[CH:10]=[N:11][CH:12]=1. The catalyst class is: 11. (2) Reactant: [NH2:1][C:2]1[C:7]([N+:8]([O-:10])=[O:9])=[CH:6][CH:5]=[C:4](Cl)[N:3]=1.[CH2:12]([NH2:15])[CH2:13][NH2:14]. Product: [NH2:14][CH2:13][CH2:12][NH:15][C:4]1[CH:5]=[CH:6][C:7]([N+:8]([O-:10])=[O:9])=[C:2]([NH2:1])[N:3]=1. The catalyst class is: 10. (3) Reactant: [F:1][C:2]1([F:17])[CH2:8][N:7](C(OC(C)(C)C)=O)[CH2:6][CH2:5][N:4]([CH3:16])[CH2:3]1.O1CCOCC1.[Cl:24]CCl. Product: [F:1][C:2]1([F:17])[CH2:3][N:4]([CH3:16])[CH2:5][CH2:6][NH:7][CH2:8]1.[ClH:24]. The catalyst class is: 33. (4) Reactant: [C:1]([O:5][C:6]([NH:8][C:9]([N:18]1[CH2:27][CH2:26][C:25]2[C:20](=[CH:21][C:22]([O:28][CH2:29][CH:30]3[CH2:35][CH2:34][NH:33][CH2:32][CH2:31]3)=[CH:23][CH:24]=2)[CH2:19]1)=[N:10][C:11]([O:13][C:14]([CH3:17])([CH3:16])[CH3:15])=[O:12])=[O:7])([CH3:4])([CH3:3])[CH3:2].N1C=CC=CC=1.[C:42]1([CH2:48][S:49](Cl)(=[O:51])=[O:50])[CH:47]=[CH:46][CH:45]=[CH:44][CH:43]=1. Product: [C:14]([O:13][C:11]([NH:10][C:9]([N:18]1[CH2:27][CH2:26][C:25]2[C:20](=[CH:21][C:22]([O:28][CH2:29][CH:30]3[CH2:35][CH2:34][N:33]([S:49]([CH2:48][C:42]4[CH:47]=[CH:46][CH:45]=[CH:44][CH:43]=4)(=[O:51])=[O:50])[CH2:32][CH2:31]3)=[CH:23][CH:24]=2)[CH2:19]1)=[N:8][C:6]([O:5][C:1]([CH3:2])([CH3:3])[CH3:4])=[O:7])=[O:12])([CH3:17])([CH3:16])[CH3:15]. The catalyst class is: 7. (5) Reactant: [F:1][C:2]1[CH:7]=[CH:6][C:5]([C:8]2[CH:13]=[CH:12][C:11]([C:14](=[O:16])C)=[CH:10][CH:9]=2)=[CH:4][CH:3]=1.[O:17](Br)[Na].C(O)(=O)C.C1(C2C=CC=CC=2)C=CC=CC=1.S(S([O-])=O)([O-])(=O)=O.[Na+].[Na+]. Product: [F:1][C:2]1[CH:3]=[CH:4][C:5]([C:8]2[CH:9]=[CH:10][C:11]([C:14]([OH:16])=[O:17])=[CH:12][CH:13]=2)=[CH:6][CH:7]=1. The catalyst class is: 38. (6) Reactant: Cl[C:2]1[N:7]=[C:6]([S:8][C:9]2[CH:14]=[CH:13][C:12]([NH2:15])=[CH:11][CH:10]=2)[CH:5]=[CH:4][N:3]=1.[NH2:16][CH2:17][CH2:18][OH:19]. Product: [NH2:15][C:12]1[CH:13]=[CH:14][C:9]([S:8][C:6]2[CH:5]=[CH:4][N:3]=[C:2]([NH:16][CH2:17][CH2:18][OH:19])[N:7]=2)=[CH:10][CH:11]=1. The catalyst class is: 218. (7) Reactant: [NH2:1][C:2]1[CH:7]=[C:6]([CH2:8][N:9]2[C:13]([CH3:15])([CH3:14])[C:12](=[O:16])[N:11]([C:17]3[CH:22]=[CH:21][C:20]([S:23][C:24]([F:27])([F:26])[F:25])=[CH:19][CH:18]=3)[C:10]2=[O:28])[CH:5]=[CH:4][N:3]=1.Br[C:30]1[CH:31]=[N:32][CH:33]=[N:34][CH:35]=1.CC1(C)C2C=CC=C(P(C3C=CC=CC=3)C3C=CC=CC=3)C=2OC2C1=CC=CC=2P(C1C=CC=CC=1)C1C=CC=CC=1.C(=O)([O-])[O-].[Cs+].[Cs+]. Product: [CH3:14][C:13]1([CH3:15])[N:9]([CH2:8][C:6]2[CH:5]=[CH:4][N:3]=[C:2]([NH:1][C:30]3[CH:31]=[N:32][CH:33]=[N:34][CH:35]=3)[CH:7]=2)[C:10](=[O:28])[N:11]([C:17]2[CH:22]=[CH:21][C:20]([S:23][C:24]([F:27])([F:26])[F:25])=[CH:19][CH:18]=2)[C:12]1=[O:16]. The catalyst class is: 160. (8) Reactant: [C:1]([C:5]1[CH:10]=[CH:9][C:8]([C:11]([C:13]2[CH:18]=[CH:17][C:16]([O:19][C:20]3[C:29]4[C:24](=[CH:25][C:26]([O:32][CH3:33])=[C:27]([O:30][CH3:31])[CH:28]=4)[N:23]=[CH:22][CH:21]=3)=[CH:15][CH:14]=2)=[O:12])=[CH:7][CH:6]=1)([CH3:4])([CH3:3])[CH3:2].B.[Na].C(O)C. Product: [C:1]([C:5]1[CH:10]=[CH:9][C:8]([CH:11]([C:13]2[CH:14]=[CH:15][C:16]([O:19][C:20]3[C:29]4[C:24](=[CH:25][C:26]([O:32][CH3:33])=[C:27]([O:30][CH3:31])[CH:28]=4)[N:23]=[CH:22][CH:21]=3)=[CH:17][CH:18]=2)[OH:12])=[CH:7][CH:6]=1)([CH3:4])([CH3:2])[CH3:3]. The catalyst class is: 6. (9) Reactant: [F:1][C:2]1[CH:15]=[CH:14][C:5]([CH2:6][N:7]([CH3:13])[CH2:8]/[CH:9]=[CH:10]/[CH2:11][NH2:12])=[CH:4][CH:3]=1.[CH3:16][N:17]1[C:21]([C:22]2[CH:23]=[C:24]([NH:28][C:29](=O)[O:30]C3C=CC=CC=3)[CH:25]=[CH:26][CH:27]=2)=[N:20][N:19]=[N:18]1. Product: [F:1][C:2]1[CH:3]=[CH:4][C:5]([CH2:6][N:7]([CH3:13])[CH2:8]/[CH:9]=[CH:10]/[CH2:11][NH:12][C:29]([NH:28][C:24]2[CH:25]=[CH:26][CH:27]=[C:22]([C:21]3[N:17]([CH3:16])[N:18]=[N:19][N:20]=3)[CH:23]=2)=[O:30])=[CH:14][CH:15]=1. The catalyst class is: 16.